From a dataset of CYP3A4 inhibition data for predicting drug metabolism from PubChem BioAssay. Regression/Classification. Given a drug SMILES string, predict its absorption, distribution, metabolism, or excretion properties. Task type varies by dataset: regression for continuous measurements (e.g., permeability, clearance, half-life) or binary classification for categorical outcomes (e.g., BBB penetration, CYP inhibition). Dataset: cyp3a4_veith. (1) The compound is Cc1noc(C)c1CS(=O)(=O)c1ccc(Br)cc1. The result is 1 (inhibitor). (2) The compound is O=S(=O)(O)c1ccc(NN(c2c(O)ccc3ccccc23)S(=O)(=O)O)cc1. The result is 0 (non-inhibitor). (3) The molecule is COc1cccc(/C(O)=C2/C(=O)C(=O)N(c3cc(C)on3)C2c2cccs2)c1. The result is 1 (inhibitor). (4) The molecule is O=C(O)CSCc1cccc2ccccc12. The result is 0 (non-inhibitor).